This data is from NCI-60 drug combinations with 297,098 pairs across 59 cell lines. The task is: Regression. Given two drug SMILES strings and cell line genomic features, predict the synergy score measuring deviation from expected non-interaction effect. (1) Drug 1: C1=CN(C(=O)N=C1N)C2C(C(C(O2)CO)O)O.Cl. Drug 2: C#CCC(CC1=CN=C2C(=N1)C(=NC(=N2)N)N)C3=CC=C(C=C3)C(=O)NC(CCC(=O)O)C(=O)O. Cell line: SK-MEL-28. Synergy scores: CSS=41.6, Synergy_ZIP=-9.18, Synergy_Bliss=-15.0, Synergy_Loewe=-10.9, Synergy_HSA=-9.80. (2) Drug 1: CN(C(=O)NC(C=O)C(C(C(CO)O)O)O)N=O. Drug 2: CC1CCCC2(C(O2)CC(NC(=O)CC(C(C(=O)C(C1O)C)(C)C)O)C(=CC3=CSC(=N3)C)C)C. Cell line: OVCAR3. Synergy scores: CSS=47.2, Synergy_ZIP=8.95, Synergy_Bliss=-1.78, Synergy_Loewe=-46.2, Synergy_HSA=-14.9. (3) Drug 1: C1=CC(=CC=C1CCC2=CNC3=C2C(=O)NC(=N3)N)C(=O)NC(CCC(=O)O)C(=O)O. Drug 2: CC1=C2C(C(=O)C3(C(CC4C(C3C(C(C2(C)C)(CC1OC(=O)C(C(C5=CC=CC=C5)NC(=O)C6=CC=CC=C6)O)O)OC(=O)C7=CC=CC=C7)(CO4)OC(=O)C)O)C)OC(=O)C. Cell line: SNB-19. Synergy scores: CSS=42.0, Synergy_ZIP=-9.65, Synergy_Bliss=-10.2, Synergy_Loewe=-6.66, Synergy_HSA=-4.39. (4) Drug 1: COC1=NC(=NC2=C1N=CN2C3C(C(C(O3)CO)O)O)N. Drug 2: CC1C(C(CC(O1)OC2CC(CC3=C2C(=C4C(=C3O)C(=O)C5=C(C4=O)C(=CC=C5)OC)O)(C(=O)CO)O)N)O.Cl. Cell line: SK-OV-3. Synergy scores: CSS=13.9, Synergy_ZIP=-0.138, Synergy_Bliss=-1.37, Synergy_Loewe=-15.1, Synergy_HSA=-2.75. (5) Drug 1: C1CC(=O)NC(=O)C1N2C(=O)C3=CC=CC=C3C2=O. Drug 2: COCCOC1=C(C=C2C(=C1)C(=NC=N2)NC3=CC=CC(=C3)C#C)OCCOC.Cl. Cell line: A498. Synergy scores: CSS=-14.8, Synergy_ZIP=5.63, Synergy_Bliss=-2.29, Synergy_Loewe=-28.0, Synergy_HSA=-21.2. (6) Drug 1: CN1CCC(CC1)COC2=C(C=C3C(=C2)N=CN=C3NC4=C(C=C(C=C4)Br)F)OC. Drug 2: CC1=C(C=C(C=C1)NC2=NC=CC(=N2)N(C)C3=CC4=NN(C(=C4C=C3)C)C)S(=O)(=O)N.Cl. Cell line: NCI-H522. Synergy scores: CSS=19.0, Synergy_ZIP=-5.10, Synergy_Bliss=4.63, Synergy_Loewe=-12.0, Synergy_HSA=4.67. (7) Drug 1: C1=NC2=C(N=C(N=C2N1C3C(C(C(O3)CO)O)F)Cl)N. Drug 2: C(CC(=O)O)C(=O)CN.Cl. Cell line: SNB-75. Synergy scores: CSS=3.81, Synergy_ZIP=-2.76, Synergy_Bliss=-1.38, Synergy_Loewe=-0.0870, Synergy_HSA=0.00343.